This data is from Full USPTO retrosynthesis dataset with 1.9M reactions from patents (1976-2016). The task is: Predict the reactants needed to synthesize the given product. (1) The reactants are: [CH2:1]([N:8]1[C:12]([O:13][CH3:14])=[N:11][N:10]=[C:9]1Br)[C:2]1[CH:7]=[CH:6][CH:5]=[CH:4][CH:3]=1.[CH:16]1([C:19]2[C:28](B3OC(C)(C)C(C)(C)O3)=[CH:27][C:22]([C:23]([O:25][CH3:26])=[O:24])=[C:21]([CH3:38])[CH:20]=2)[CH2:18][CH2:17]1.C(=O)([O-])[O-].[K+].[K+]. Given the product [CH2:1]([N:8]1[C:12]([O:13][CH3:14])=[N:11][N:10]=[C:9]1[C:28]1[C:19]([CH:16]2[CH2:18][CH2:17]2)=[CH:20][C:21]([CH3:38])=[C:22]([CH:27]=1)[C:23]([O:25][CH3:26])=[O:24])[C:2]1[CH:7]=[CH:6][CH:5]=[CH:4][CH:3]=1, predict the reactants needed to synthesize it. (2) Given the product [Si:40]([O:47][CH2:48][C:49]1[N:50]=[N:51][N:52]([CH2:55][Si:56]([CH3:59])([CH3:58])[CH3:57])[C:53]=1[C:23]1[CH:22]=[N:21][C:10]2[C:11]3[CH:12]=[CH:13][C:14]([C:17]([O:19][CH3:20])=[O:18])=[CH:15][C:16]=3[N:8]([C@H:7]([C:1]3[CH:6]=[CH:5][CH:4]=[CH:3][CH:2]=3)[CH:34]3[CH2:39][CH2:38][O:37][CH2:36][CH2:35]3)[C:9]=2[CH:24]=1)([C:43]([CH3:46])([CH3:45])[CH3:44])([CH3:42])[CH3:41], predict the reactants needed to synthesize it. The reactants are: [C:1]1([C@H:7]([CH:34]2[CH2:39][CH2:38][O:37][CH2:36][CH2:35]2)[N:8]2[C:16]3[CH:15]=[C:14]([C:17]([O:19][CH3:20])=[O:18])[CH:13]=[CH:12][C:11]=3[C:10]3[N:21]=[CH:22][C:23](B4OC(C)(C)C(C)(C)O4)=[CH:24][C:9]2=3)[CH:6]=[CH:5][CH:4]=[CH:3][CH:2]=1.[Si:40]([O:47][CH2:48][C:49]1[N:50]=[N:51][N:52]([CH2:55][Si:56]([CH3:59])([CH3:58])[CH3:57])[C:53]=1I)([C:43]([CH3:46])([CH3:45])[CH3:44])([CH3:42])[CH3:41].[O-]P([O-])([O-])=O.[K+].[K+].[K+].